Dataset: Reaction yield outcomes from USPTO patents with 853,638 reactions. Task: Predict the reaction yield, written as a fraction of the theoretical maximum amount of product (1.0 means a 100% yield; for example, 0.34 means a 34% yield). (1) The reactants are [CH3:1][NH:2][C:3]1[N:8]=[C:7]([CH2:9][CH2:10][OH:11])[CH:6]=[CH:5][CH:4]=1.C(N(CC)CC)C.[CH3:19][S:20](Cl)(=[O:22])=[O:21]. The catalyst is ClCCl. The product is [CH3:19][S:20]([O:11][CH2:10][CH2:9][C:7]1[CH:6]=[CH:5][CH:4]=[C:3]([NH:2][CH3:1])[N:8]=1)(=[O:22])=[O:21]. The yield is 0.690. (2) The reactants are [N:1]1[CH:6]=[CH:5][CH:4]=[C:3](B(O)O)[CH:2]=1.Br[C:11]1[N:12]=[CH:13][C:14]([NH2:17])=[N:15][CH:16]=1.C(=O)([O-])[O-].[Na+].[Na+].O. The catalyst is Cl[Pd](Cl)([P](C1C=CC=CC=1)(C1C=CC=CC=1)C1C=CC=CC=1)[P](C1C=CC=CC=1)(C1C=CC=CC=1)C1C=CC=CC=1.C(OCC)(=O)C. The product is [N:1]1[CH:6]=[CH:5][CH:4]=[C:3]([C:11]2[N:12]=[CH:13][C:14]([NH2:17])=[N:15][CH:16]=2)[CH:2]=1. The yield is 0.546. (3) The yield is 0.630. The reactants are Cl[C:2]1[C:7]([C:8]#[N:9])=[CH:6][N:5]=[C:4]([NH:10][CH2:11][CH2:12][C:13]2[CH:18]=[CH:17][CH:16]=[C:15]([Cl:19])[CH:14]=2)[N:3]=1.[NH2:20][CH:21]1[CH2:24][CH:23]([NH:25]C(=O)OC(C)(C)C)[C:22]1([CH3:34])[CH3:33].CCN(C(C)C)C(C)C. The catalyst is O1CCOCC1. The product is [NH2:20][C@H:21]1[CH2:24][C@H:23]([NH:25][C:2]2[C:7]([C:8]#[N:9])=[CH:6][N:5]=[C:4]([NH:10][CH2:11][CH2:12][C:13]3[CH:18]=[CH:17][CH:16]=[C:15]([Cl:19])[CH:14]=3)[N:3]=2)[C:22]1([CH3:34])[CH3:33]. (4) The reactants are [C:1]([C:4]1[N:5]=[C:6]2[C:12]3[CH:13]=[CH:14][C:15]([C:17]([O:19][CH3:20])=[O:18])=[CH:16][C:11]=3[O:10][CH2:9][CH2:8][N:7]2[CH:21]=1)(=O)[NH2:2].COC(OC)[N:25]([CH3:27])C.Cl.[F:31][C:32]([F:37])([F:36])[CH2:33][NH:34]N. The catalyst is C(O)(=O)C. The product is [F:31][C:32]([F:37])([F:36])[CH2:33][N:34]1[C:1]([C:4]2[N:5]=[C:6]3[C:12]4[CH:13]=[CH:14][C:15]([C:17]([O:19][CH3:20])=[O:18])=[CH:16][C:11]=4[O:10][CH2:9][CH2:8][N:7]3[CH:21]=2)=[N:2][CH:27]=[N:25]1. The yield is 0.650. (5) The reactants are [C:1]([O:5][C:6](=[O:17])[NH:7][CH2:8][C:9]1[C:14]([Br:15])=[CH:13][N:12]=[C:11]([NH2:16])[CH:10]=1)([CH3:4])([CH3:3])[CH3:2].N1([CH:27](N(CCOC)C)[CH:28](N2C3C=CC=CC=3N=N2)[N:29]([CH2:31][CH2:32][O:33][CH3:34])[CH3:30])C2C=CC=CC=2N=N1. No catalyst specified. The product is [C:1]([O:5][C:6](=[O:17])[NH:7][CH2:8][C:9]1[C:14]([Br:15])=[CH:13][N:12]2[C:28]([N:29]([CH2:31][CH2:32][O:33][CH3:34])[CH3:30])=[CH:27][N:16]=[C:11]2[CH:10]=1)([CH3:4])([CH3:2])[CH3:3]. The yield is 0.670. (6) The reactants are [CH3:1][N:2]1[CH:6]=[C:5]([C:7]2[CH:12]=[CH:11][CH:10]=[CH:9][CH:8]=2)[N:4]=[N:3]1.[Li]CCCC.CN([CH:21]=[O:22])C.[Cl-].[NH4+]. The catalyst is C1COCC1. The product is [CH3:1][N:2]1[C:6]([CH:21]=[O:22])=[C:5]([C:7]2[CH:8]=[CH:9][CH:10]=[CH:11][CH:12]=2)[N:4]=[N:3]1. The yield is 0.680. (7) The reactants are [C:1](O)(=O)[CH2:2][C:3]([OH:5])=[O:4].N1[CH2:13][CH2:12][CH2:11][CH2:10][CH2:9]1.C1(C=O)CCCC1.Cl. The catalyst is N1C=CC=CC=1. The product is [CH:9]1(/[CH:1]=[CH:2]/[C:3]([OH:5])=[O:4])[CH2:13][CH2:12][CH2:11][CH2:10]1. The yield is 0.770.